Predict the reactants needed to synthesize the given product. From a dataset of Full USPTO retrosynthesis dataset with 1.9M reactions from patents (1976-2016). (1) Given the product [Cl:1][C:2]1[C:3]([N:15]([CH3:34])[CH:16]2[CH2:33][CH2:32][C:19]3([CH2:24][CH2:23][NH:22][CH2:21][CH2:20]3)[CH2:18][CH2:17]2)=[N:4][C:5]([NH:8][C:9]2[CH:10]=[N:11][N:12]([CH3:14])[CH:13]=2)=[N:6][CH:7]=1, predict the reactants needed to synthesize it. The reactants are: [Cl:1][C:2]1[C:3]([N:15]([CH3:34])[CH:16]2[CH2:33][CH2:32][C:19]3([CH2:24][CH2:23][N:22](C(OC(C)(C)C)=O)[CH2:21][CH2:20]3)[CH2:18][CH2:17]2)=[N:4][C:5]([NH:8][C:9]2[CH:10]=[N:11][N:12]([CH3:14])[CH:13]=2)=[N:6][CH:7]=1.Cl.CCOC(C)=O.C([O-])(O)=O.[Na+]. (2) Given the product [NH2:1][C:2]1[N:10]=[CH:9][N:8]=[C:7]2[C:3]=1[N:4]=[CH:5][N:6]2[C@@H:11]1[O:12][C@H:13]([CH2:21][N:22]([CH:38]([CH3:39])[CH3:40])[CH2:23][CH2:24][CH2:25][NH:26][C:27]([NH:29][C:30]2[CH:35]=[CH:34][CH:33]=[C:32]([CH2:36][CH3:37])[CH:31]=2)=[O:28])[C@@H:14]([OH:18])[C@H:15]1[OH:16], predict the reactants needed to synthesize it. The reactants are: [NH2:1][C:2]1[N:10]=[CH:9][N:8]=[C:7]2[C:3]=1[N:4]=[CH:5][N:6]2[C@H:11]1[C@@H:15]2[O:16]C(C)(C)[O:18][C@@H:14]2[C@@H:13]([CH2:21][N:22]([CH:38]([CH3:40])[CH3:39])[CH2:23][CH2:24][CH2:25][NH:26][C:27]([NH:29][C:30]2[CH:35]=[CH:34][CH:33]=[C:32]([CH2:36][CH3:37])[CH:31]=2)=[O:28])[O:12]1.C([O-])([O-])=O.[K+].[K+].O. (3) Given the product [NH3:4].[CH3:14][C@H:10]1[CH2:11][CH2:12][CH2:13][C@@H:8]([CH3:7])[N:9]1[CH2:15][CH2:16][NH:17][C:18]([C@@H:20]1[CH2:25][CH2:24][CH2:23][CH2:22][N:21]1[C:27]1[NH:28][C:29]2[CH:42]=[C:41]([F:43])[C:40]([F:44])=[CH:39][C:30]=2[N:31]=1)=[O:19], predict the reactants needed to synthesize it. The reactants are: CC([N:4](C)C)=O.[CH3:7][C@H:8]1[CH2:13][CH2:12][CH2:11][C@@H:10]([CH3:14])[N:9]1[CH2:15][CH2:16][NH:17][C:18]([C@@H:20]1[CH2:25][CH2:24][CH2:23][CH2:22][NH:21]1)=[O:19].Cl[C:27]1[N:31](C(OC(C)(C)C)=O)[C:30]2[CH:39]=[C:40]([F:44])[C:41]([F:43])=[CH:42][C:29]=2[N:28]=1. (4) Given the product [Br:44][CH2:2][CH2:3][CH2:4][CH2:5][CH2:6][CH2:7][CH2:8][CH2:9][CH2:10][CH2:11][CH2:12][C:13]([O:15][CH2:16][CH3:17])=[O:14], predict the reactants needed to synthesize it. The reactants are: O[CH2:2][CH2:3][CH2:4][CH2:5][CH2:6][CH2:7][CH2:8][CH2:9][CH2:10][CH2:11][CH2:12][C:13]([O:15][CH2:16][CH3:17])=[O:14].C1C=CC(P(C2C=CC=CC=2)C2C=CC=CC=2)=CC=1.C1C(=O)N([Br:44])C(=O)C1. (5) Given the product [C:51]([C:50]1[CH:53]=[CH:54][CH:55]=[CH:56][C:49]=1[O:48][CH2:47][C@@H:46]([OH:57])[CH2:45][NH:44][C:41]([CH3:43])([CH3:42])[CH2:40][NH:39][C:14](=[O:16])[CH2:13][O:12][C:7]1[CH:8]=[C:9]2[C:4](=[CH:5][CH:6]=1)[NH:3][C:2](=[O:1])[CH:11]=[CH:10]2)#[N:52], predict the reactants needed to synthesize it. The reactants are: [O:1]=[C:2]1[CH:11]=[CH:10][C:9]2[C:4](=[CH:5][CH:6]=[C:7]([O:12][CH2:13][C:14]([OH:16])=O)[CH:8]=2)[NH:3]1.Cl.CN(C)CCCN=C=NCC.OC1C2NN=NC=2N=CC=1.[NH2:39][CH2:40][C:41]([NH:44][CH2:45][C@H:46]([OH:57])[CH2:47][O:48][C:49]1[CH:56]=[CH:55][CH:54]=[CH:53][C:50]=1[C:51]#[N:52])([CH3:43])[CH3:42].C(N(CC)CC)C.[OH-].[Na+]. (6) The reactants are: [C:1]([O-:4])([O-])=O.[K+].[K+].Cl[C:8]1[CH:13]=[CH:12][CH:11]=[CH:10][C:9]=1[N+:14]([O-:16])=[O:15].[CH3:17][CH2:18][CH2:19][CH2:20][CH2:21][CH3:22].[C:23](OCC)(=O)[CH3:24]. Given the product [N+:14]([C:9]1[CH:10]=[CH:11][CH:12]=[CH:13][C:8]=1[C:19]1[CH:18]=[CH:17][CH:24]=[C:23]2[C:20]=1[CH2:21][CH2:22][C:1]2=[O:4])([O-:16])=[O:15], predict the reactants needed to synthesize it. (7) Given the product [Br:1][C:2]1[CH:3]=[C:4]2[C:8](=[C:9]([C:11]([NH2:13])=[O:12])[CH:10]=1)[NH:7][CH:6]=[C:5]2[CH:14]1[CH2:19][CH2:18][N:17]([S:20]([CH2:23][CH2:24][CH2:25][O:28][CH3:27])(=[O:22])=[O:21])[CH2:16][CH2:15]1, predict the reactants needed to synthesize it. The reactants are: [Br:1][C:2]1[CH:3]=[C:4]2[C:8](=[C:9]([C:11]([NH2:13])=[O:12])[CH:10]=1)[NH:7][CH:6]=[C:5]2[CH:14]1[CH2:19][CH2:18][N:17]([S:20]([CH2:23][CH2:24][CH2:25]Cl)(=[O:22])=[O:21])[CH2:16][CH2:15]1.[CH3:27][O-:28].[Na+]. (8) Given the product [C:28]([O:27][C:25]([N:22]1[CH2:23][CH2:24][CH:19]([NH:18][C:2]2[C:11]3[C:6](=[CH:7][CH:8]=[C:9]([Cl:12])[N:10]=3)[N:5]=[CH:4][C:3]=2[C:13]([O:15][CH2:16][CH3:17])=[O:14])[CH2:20][CH2:21]1)=[O:26])([CH3:31])([CH3:29])[CH3:30], predict the reactants needed to synthesize it. The reactants are: Cl[C:2]1[C:11]2[C:6](=[CH:7][CH:8]=[C:9]([Cl:12])[N:10]=2)[N:5]=[CH:4][C:3]=1[C:13]([O:15][CH2:16][CH3:17])=[O:14].[NH2:18][CH:19]1[CH2:24][CH2:23][N:22]([C:25]([O:27][C:28]([CH3:31])([CH3:30])[CH3:29])=[O:26])[CH2:21][CH2:20]1.C(=O)([O-])[O-].[K+].[K+]. (9) The reactants are: [F:1][C:2]([F:21])([F:20])[C:3]1[CH:8]=[CH:7][C:6]([C:9]2(O)[C:18]3[N:17]=[CH:16][CH:15]=[CH:14][C:13]=3[CH2:12][CH2:11][CH2:10]2)=[CH:5][CH:4]=1.C1C=CC(P([N:36]=[N+:37]=[N-:38])(C2C=CC=CC=2)=O)=CC=1.C1CCN2C(=NCCC2)CC1.[N-]=[N+]=[N-].[Na+]. Given the product [N:36]([C:9]1([C:6]2[CH:7]=[CH:8][C:3]([C:2]([F:21])([F:20])[F:1])=[CH:4][CH:5]=2)[C:18]2[N:17]=[CH:16][CH:15]=[CH:14][C:13]=2[CH2:12][CH2:11][CH2:10]1)=[N+:37]=[N-:38], predict the reactants needed to synthesize it.